The task is: Predict which catalyst facilitates the given reaction.. This data is from Catalyst prediction with 721,799 reactions and 888 catalyst types from USPTO. (1) Reactant: [Br:1][C:2]1[CH:9]=[CH:8][CH:7]=[CH:6][C:3]=1[CH:4]=[O:5].[Cl:10][C:11]1[CH:16]=[CH:15][C:14]([Mg]Br)=[CH:13][CH:12]=1.[Cl-].[NH4+]. Product: [Cl:10][C:11]1[CH:16]=[CH:15][C:14]([CH:4]([C:3]2[CH:6]=[CH:7][CH:8]=[CH:9][C:2]=2[Br:1])[OH:5])=[CH:13][CH:12]=1. The catalyst class is: 27. (2) Reactant: [F:1][CH:2]([F:26])[O:3][C:4]1[CH:25]=[CH:24][C:7]([CH2:8][N:9]2[C:13](=[O:14])[C:12](O)=[C:11]([C:16]3[CH:21]=[CH:20][CH:19]=[CH:18][CH:17]=3)[S:10]2(=[O:23])=[O:22])=[CH:6][CH:5]=1.CN(C=O)C.C(Cl)(=O)C([Cl:35])=O. Product: [Cl:35][C:12]1[C:13](=[O:14])[N:9]([CH2:8][C:7]2[CH:24]=[CH:25][C:4]([O:3][CH:2]([F:26])[F:1])=[CH:5][CH:6]=2)[S:10](=[O:23])(=[O:22])[C:11]=1[C:16]1[CH:21]=[CH:20][CH:19]=[CH:18][CH:17]=1. The catalyst class is: 2.